This data is from Forward reaction prediction with 1.9M reactions from USPTO patents (1976-2016). The task is: Predict the product of the given reaction. (1) Given the reactants [CH2:1]([N:8]1[CH2:13][CH2:12][C:11]([NH:15][C:16]2[C:17]([NH2:22])=[CH:18][CH:19]=[CH:20][CH:21]=2)([CH3:14])[CH2:10][CH2:9]1)[C:2]1[CH:7]=[CH:6][CH:5]=[CH:4][CH:3]=1.C1N=CN([C:28](N2C=NC=C2)=[O:29])C=1.O, predict the reaction product. The product is: [CH2:1]([N:8]1[CH2:9][CH2:10][C:11]([N:15]2[C:16]3[CH:21]=[CH:20][CH:19]=[CH:18][C:17]=3[NH:22][C:28]2=[O:29])([CH3:14])[CH2:12][CH2:13]1)[C:2]1[CH:3]=[CH:4][CH:5]=[CH:6][CH:7]=1. (2) Given the reactants [CH3:1][N:2]([CH:4]=O)[CH3:3].CS(C1[N:15]=[C:14]([C:16]2[CH:21]=[CH:20][C:19]([Cl:22])=[CH:18][C:17]=2[Cl:23])[C:13]([C:24]2[CH:29]=[CH:28][C:27]([Cl:30])=[CH:26][CH:25]=2)=[CH:12][N:11]=1)(=O)=O.CNC, predict the reaction product. The product is: [CH3:1][N:2]([C:4]1[N:15]=[C:14]([C:16]2[CH:21]=[CH:20][C:19]([Cl:22])=[CH:18][C:17]=2[Cl:23])[C:13]([C:24]2[CH:25]=[CH:26][C:27]([Cl:30])=[CH:28][CH:29]=2)=[CH:12][N:11]=1)[CH3:3]. (3) Given the reactants [NH2:1][C:2]1[C:7]2=[C:8]([C:16]3[CH:21]=[CH:20][CH:19]=[C:18]([O:22][CH2:23][C:24]4[CH:29]=[CH:28][CH:27]=[CH:26][CH:25]=4)[CH:17]=3)[CH:9]=[C:10]([CH2:11][CH2:12][CH2:13][CH2:14]O)[N:6]2[N:5]=[CH:4][N:3]=1.C(N(CC)CC)C.CS(Cl)(=O)=O.C(=O)([O-])[O-].[K+].[K+].[NH:48]1[CH2:53][CH2:52][CH2:51][CH2:50][CH2:49]1, predict the reaction product. The product is: [CH2:23]([O:22][C:18]1[CH:17]=[C:16]([C:8]2[CH:9]=[C:10]([CH2:11][CH2:12][CH2:13][CH2:14][N:48]3[CH2:53][CH2:52][CH2:51][CH2:50][CH2:49]3)[N:6]3[C:7]=2[C:2]([NH2:1])=[N:3][CH:4]=[N:5]3)[CH:21]=[CH:20][CH:19]=1)[C:24]1[CH:29]=[CH:28][CH:27]=[CH:26][CH:25]=1. (4) The product is: [CH:1]([O:4][C:5]1[CH:10]=[CH:9][C:8]([C:11]2[C:19]3[C:14](=[CH:15][C:16]([C:20]4[CH:21]=[CH:22][C:23]([O:26][CH:27]([CH3:29])[CH3:28])=[CH:24][CH:25]=4)=[CH:17][CH:18]=3)[N:13]([C:30]3[CH:39]=[CH:38][C:37]4[C:32](=[CH:33][CH:34]=[CH:35][CH:36]=4)[CH:31]=3)[C:12]=2[C:40]([O-:42])=[O:41])=[CH:7][CH:6]=1)([CH3:2])[CH3:3].[Na+:45]. Given the reactants [CH:1]([O:4][C:5]1[CH:10]=[CH:9][C:8]([C:11]2[C:19]3[C:14](=[CH:15][C:16]([C:20]4[CH:25]=[CH:24][C:23]([O:26][CH:27]([CH3:29])[CH3:28])=[CH:22][CH:21]=4)=[CH:17][CH:18]=3)[N:13]([C:30]3[CH:39]=[CH:38][C:37]4[C:32](=[CH:33][CH:34]=[CH:35][CH:36]=4)[CH:31]=3)[C:12]=2[C:40]([OH:42])=[O:41])=[CH:7][CH:6]=1)([CH3:3])[CH3:2].CO[Na:45], predict the reaction product. (5) Given the reactants Br[C:2]1[CH:3]=[C:4]([O:15][C:16]2[CH:21]=[CH:20][CH:19]=[CH:18][CH:17]=2)[C:5]([NH:8][C:9]2[S:10][CH:11]=[C:12]([CH3:14])[N:13]=2)=[N:6][CH:7]=1.[Cl:22][C:23]1[CH:28]=[CH:27][CH:26]=[CH:25][C:24]=1[SH:29], predict the reaction product. The product is: [ClH:22].[Cl:22][C:23]1[CH:28]=[CH:27][CH:26]=[CH:25][C:24]=1[S:29][C:2]1[CH:3]=[C:4]([O:15][C:16]2[CH:21]=[CH:20][CH:19]=[CH:18][CH:17]=2)[C:5]([NH:8][C:9]2[S:10][CH:11]=[C:12]([CH3:14])[N:13]=2)=[N:6][CH:7]=1. (6) Given the reactants [N+:1]([C:4]1[C:12]2[C:7](=[CH:8][CH:9]=[C:10]([C:13]([OH:15])=O)[CH:11]=2)[NH:6][C:5]=1[C:16]1[C:25](=[O:26])[NH:24][C:23]2[C:18](=[CH:19][CH:20]=[CH:21][CH:22]=2)[N:17]=1)([O-])=O.C(N(CC)CC)C.C1CN([P+](ON2N=NC3C=CC=CC2=3)(N2CCCC2)N2CCCC2)CC1.F[P-](F)(F)(F)(F)F.[CH3:67][O:68][CH2:69][CH2:70][NH:71][CH3:72], predict the reaction product. The product is: [CH3:67][O:68][CH2:69][CH2:70][N:71]([CH3:72])[C:13]([C:10]1[CH:11]=[C:12]2[C:7](=[CH:8][CH:9]=1)[NH:6][C:5]([C:16]1[C:25](=[O:26])[NH:24][C:23]3[C:18](=[CH:19][CH:20]=[CH:21][CH:22]=3)[N:17]=1)=[C:4]2[NH2:1])=[O:15].